This data is from Forward reaction prediction with 1.9M reactions from USPTO patents (1976-2016). The task is: Predict the product of the given reaction. (1) Given the reactants [Cl:1][C:2]1[CH:7]=[CH:6][C:5]([C:8]([N:14]2[C:22]3[C:17](=[C:18]([NH:23][S:24]([CH3:27])(=[O:26])=[O:25])[CH:19]=[CH:20][CH:21]=3)[CH:16]=[CH:15]2)([CH2:12][CH3:13])[CH2:9][CH2:10]O)=[CH:4][CH:3]=1.CCN(S(F)(F)[F:34])CC, predict the reaction product. The product is: [Cl:1][C:2]1[CH:7]=[CH:6][C:5]([C:8]([N:14]2[C:22]3[C:17](=[C:18]([NH:23][S:24]([CH3:27])(=[O:26])=[O:25])[CH:19]=[CH:20][CH:21]=3)[CH:16]=[CH:15]2)([CH2:12][CH3:13])[CH2:9][CH2:10][F:34])=[CH:4][CH:3]=1. (2) Given the reactants B1([O-])OO1.[OH2:5].[OH2:6].O.O.[Na+].[CH2:10]([C:17]1[O:18][C:19]2[CH:52]=[CH:51][CH:50]=[CH:49][C:20]=2[C:21]=1[C:22]1[CH:48]=[CH:47][C:25]([C:26]2[CH:31]=[CH:30][C:29]([CH2:32][S:33][CH2:34][C@H:35]([NH:39][C:40]([O:42][C:43]([CH3:46])([CH3:45])[CH3:44])=[O:41])[C:36]([OH:38])=[O:37])=[CH:28][CH:27]=2)=[CH:24][CH:23]=1)[C:11]1[CH:16]=[CH:15][CH:14]=[CH:13][CH:12]=1, predict the reaction product. The product is: [CH2:10]([C:17]1[O:18][C:19]2[CH:52]=[CH:51][CH:50]=[CH:49][C:20]=2[C:21]=1[C:22]1[CH:23]=[CH:24][C:25]([C:26]2[CH:31]=[CH:30][C:29]([CH2:32][S:33]([CH2:34][C@H:35]([NH:39][C:40]([O:42][C:43]([CH3:46])([CH3:44])[CH3:45])=[O:41])[C:36]([OH:38])=[O:37])(=[O:6])=[O:5])=[CH:28][CH:27]=2)=[CH:47][CH:48]=1)[C:11]1[CH:12]=[CH:13][CH:14]=[CH:15][CH:16]=1. (3) Given the reactants [NH2:1][C@@H:2]1[CH2:7][CH2:6][C@H:5]([NH:8][C:9]([C:11]2[C:15]3[N:16]=[CH:17][N:18]=[C:19]([C:20]4[CH:25]=[C:24]([O:26][CH3:27])[CH:23]=[CH:22][C:21]=4[O:28][CH2:29][CH:30]4[CH2:32][CH2:31]4)[C:14]=3[NH:13][CH:12]=2)=[O:10])[CH2:4][CH2:3]1.Cl[C:34]([C:36]1([O:39]C(=O)C)[CH2:38][CH2:37]1)=[O:35], predict the reaction product. The product is: [OH:39][C:36]1([C:34]([NH:1][C@@H:2]2[CH2:7][CH2:6][C@H:5]([NH:8][C:9]([C:11]3[C:15]4[N:16]=[CH:17][N:18]=[C:19]([C:20]5[CH:25]=[C:24]([O:26][CH3:27])[CH:23]=[CH:22][C:21]=5[O:28][CH2:29][CH:30]5[CH2:31][CH2:32]5)[C:14]=4[NH:13][CH:12]=3)=[O:10])[CH2:4][CH2:3]2)=[O:35])[CH2:38][CH2:37]1. (4) Given the reactants [Cl:1][C:2]1[CH:28]=[CH:27][C:5]([CH2:6][NH:7][C:8]([C:10]2[C:11]([OH:26])=[C:12]3[CH:18]=[C:17]([CH2:19][N:20]4[CH2:25][CH2:24][O:23][CH2:22][CH2:21]4)[S:16][C:13]3=[N:14][CH:15]=2)=[O:9])=[CH:4][CH:3]=1.C(=O)([O-])[O-].[K+].[K+].[CH2:35](Br)[C:36]1[CH:41]=[CH:40][CH:39]=[CH:38][CH:37]=1.O, predict the reaction product. The product is: [CH2:35]([N:14]1[CH:15]=[C:10]([C:8]([NH:7][CH2:6][C:5]2[CH:27]=[CH:28][C:2]([Cl:1])=[CH:3][CH:4]=2)=[O:9])[C:11](=[O:26])[C:12]2[CH:18]=[C:17]([CH2:19][N:20]3[CH2:21][CH2:22][O:23][CH2:24][CH2:25]3)[S:16][C:13]1=2)[C:36]1[CH:41]=[CH:40][CH:39]=[CH:38][CH:37]=1. (5) Given the reactants [C:1]1([CH:7]([C:32]2[CH:37]=[CH:36][CH:35]=[CH:34][CH:33]=2)[N:8]2[C:16]3[C:11](=[CH:12][CH:13]=[CH:14][CH:15]=3)[C:10]([C:18]3[C:29]([OH:30])=[CH:28][C:21]4[N:22]([CH3:27])[C:23](=[O:26])[CH2:24][O:25][C:20]=4[CH:19]=3)(O)[C:9]2=[O:31])[CH:6]=[CH:5][CH:4]=[CH:3][CH:2]=1.FC(F)(F)C(O)=O.C([SiH](CC)CC)C, predict the reaction product. The product is: [C:32]1([CH:7]([C:1]2[CH:2]=[CH:3][CH:4]=[CH:5][CH:6]=2)[N:8]2[C:16]3[C:11](=[CH:12][CH:13]=[CH:14][CH:15]=3)[CH:10]([C:18]3[C:29]([OH:30])=[CH:28][C:21]4[N:22]([CH3:27])[C:23](=[O:26])[CH2:24][O:25][C:20]=4[CH:19]=3)[C:9]2=[O:31])[CH:33]=[CH:34][CH:35]=[CH:36][CH:37]=1. (6) Given the reactants ClC1N=NC(NS(CC2C=C(C#N)C=CC=2Cl)(=O)=O)=C(O)C=1.[Cl:23][C:24]1[CH:29]=[C:28]([C:30]#[N:31])[CH:27]=[CH:26][C:25]=1[S:32]([NH:35][C:36]1[N:37]=[N:38][C:39]([Cl:44])=[CH:40][C:41]=1[O:42]C)(=[O:34])=[O:33].ClC1N=NC(NS(CC2C=C(C#N)C=CC=2Cl)(=O)=O)=C(OC)C=1, predict the reaction product. The product is: [Cl:23][C:24]1[CH:29]=[C:28]([C:30]#[N:31])[CH:27]=[CH:26][C:25]=1[S:32]([NH:35][C:36]1[N:37]=[N:38][C:39]([Cl:44])=[CH:40][C:41]=1[OH:42])(=[O:33])=[O:34]. (7) Given the reactants [OH:1][CH:2]([C:13]1[N:14]=[C:15]([C:18]2[CH:23]=[CH:22][CH:21]=[CH:20][N:19]=2)[S:16][CH:17]=1)[C:3]1[CH:12]=[CH:11][C:6]2[NH:7][C:8](=[O:10])[S:9][C:5]=2[CH:4]=1, predict the reaction product. The product is: [N:19]1[CH:20]=[CH:21][CH:22]=[CH:23][C:18]=1[C:15]1[S:16][CH:17]=[C:13]([C:2]([C:3]2[CH:12]=[CH:11][C:6]3[NH:7][C:8](=[O:10])[S:9][C:5]=3[CH:4]=2)=[O:1])[N:14]=1. (8) The product is: [F:1][C:2]1[CH:3]=[C:4]([C:18]2[CH:26]=[CH:25][C:21]([C:22]([OH:24])=[O:23])=[CH:20][N:19]=2)[CH:5]=[CH:6][CH:7]=1. Given the reactants [F:1][C:2]1[CH:3]=[C:4](B(O)O)[CH:5]=[CH:6][CH:7]=1.C([O-])([O-])=O.[K+].[K+].Cl[C:18]1[CH:26]=[CH:25][C:21]([C:22]([OH:24])=[O:23])=[CH:20][N:19]=1, predict the reaction product.